From a dataset of NCI-60 drug combinations with 297,098 pairs across 59 cell lines. Regression. Given two drug SMILES strings and cell line genomic features, predict the synergy score measuring deviation from expected non-interaction effect. (1) Drug 1: C1CCC(CC1)NC(=O)N(CCCl)N=O. Drug 2: C1=NC2=C(N1)C(=S)N=C(N2)N. Cell line: M14. Synergy scores: CSS=24.1, Synergy_ZIP=-4.43, Synergy_Bliss=-1.40, Synergy_Loewe=-12.7, Synergy_HSA=-0.858. (2) Drug 1: CCCS(=O)(=O)NC1=C(C(=C(C=C1)F)C(=O)C2=CNC3=C2C=C(C=N3)C4=CC=C(C=C4)Cl)F. Drug 2: C1=CC(=C2C(=C1NCCNCCO)C(=O)C3=C(C=CC(=C3C2=O)O)O)NCCNCCO. Cell line: EKVX. Synergy scores: CSS=41.6, Synergy_ZIP=10.1, Synergy_Bliss=11.8, Synergy_Loewe=-13.5, Synergy_HSA=10.2. (3) Drug 1: C1CC(=O)NC(=O)C1N2C(=O)C3=CC=CC=C3C2=O. Drug 2: CC1CCCC2(C(O2)CC(NC(=O)CC(C(C(=O)C(C1O)C)(C)C)O)C(=CC3=CSC(=N3)C)C)C. Cell line: U251. Synergy scores: CSS=29.9, Synergy_ZIP=6.05, Synergy_Bliss=-1.10, Synergy_Loewe=-39.2, Synergy_HSA=-7.89. (4) Drug 1: CC1=C2C(C(=O)C3(C(CC4C(C3C(C(C2(C)C)(CC1OC(=O)C(C(C5=CC=CC=C5)NC(=O)OC(C)(C)C)O)O)OC(=O)C6=CC=CC=C6)(CO4)OC(=O)C)OC)C)OC. Drug 2: CN(CC1=CN=C2C(=N1)C(=NC(=N2)N)N)C3=CC=C(C=C3)C(=O)NC(CCC(=O)O)C(=O)O. Cell line: NCI-H322M. Synergy scores: CSS=37.8, Synergy_ZIP=-2.82, Synergy_Bliss=-3.49, Synergy_Loewe=-29.0, Synergy_HSA=-3.87. (5) Drug 1: C1=C(C(=O)NC(=O)N1)F. Drug 2: C1C(C(OC1N2C=NC3=C(N=C(N=C32)Cl)N)CO)O. Cell line: NCI-H322M. Synergy scores: CSS=40.5, Synergy_ZIP=9.14, Synergy_Bliss=7.95, Synergy_Loewe=6.69, Synergy_HSA=6.79. (6) Drug 2: CC1=C(C(=O)C2=C(C1=O)N3CC4C(C3(C2COC(=O)N)OC)N4)N. Drug 1: C1=CN(C(=O)N=C1N)C2C(C(C(O2)CO)O)O.Cl. Synergy scores: CSS=67.0, Synergy_ZIP=5.40, Synergy_Bliss=7.48, Synergy_Loewe=-1.27, Synergy_HSA=9.87. Cell line: HL-60(TB). (7) Drug 1: C(=O)(N)NO. Drug 2: C1C(C(OC1N2C=NC(=NC2=O)N)CO)O. Cell line: 786-0. Synergy scores: CSS=0.218, Synergy_ZIP=-0.909, Synergy_Bliss=-1.96, Synergy_Loewe=-6.54, Synergy_HSA=-2.54.